This data is from Forward reaction prediction with 1.9M reactions from USPTO patents (1976-2016). The task is: Predict the product of the given reaction. (1) Given the reactants [Li+].[CH3:2]CC[CH2-].[Cl:6][C:7]1[C:8]2[N:9]([C:13]([C@@H:16]3[CH2:21][CH2:20][CH2:19][N:18]([C:22]([O:24][CH2:25][C:26]4[CH:31]=[CH:30][CH:29]=[CH:28][CH:27]=4)=[O:23])[CH2:17]3)=[N:14][CH:15]=2)[CH:10]=[CH:11][N:12]=1.IC.[Cl-].[NH4+], predict the reaction product. The product is: [Cl:6][C:7]1[C:8]2[N:9]([C:13]([C@@H:16]3[CH2:21][CH2:20][CH2:19][N:18]([C:22]([O:24][CH2:25][C:26]4[CH:27]=[CH:28][CH:29]=[CH:30][CH:31]=4)=[O:23])[CH2:17]3)=[N:14][CH:15]=2)[C:10]([CH3:2])=[CH:11][N:12]=1. (2) Given the reactants Cl[S:2]([C:5]1[CH:6]=[C:7]2[C:11](=[CH:12][CH:13]=1)[NH:10][C:9](=[O:14])[CH2:8]2)(=[O:4])=[O:3].[Cl:15][C:16]1[CH:17]=[C:18]([CH:20]=[CH:21][CH:22]=1)[NH2:19].N1C=CC=CC=1, predict the reaction product. The product is: [Cl:15][C:16]1[CH:17]=[C:18]([NH:19][S:2]([C:5]2[CH:6]=[C:7]3[C:11](=[CH:12][CH:13]=2)[NH:10][C:9](=[O:14])[CH2:8]3)(=[O:4])=[O:3])[CH:20]=[CH:21][CH:22]=1. (3) Given the reactants [CH2:1]([N:8]1[C@H:13]([CH2:14][CH2:15][O:16][Si:17]([C:20]([CH3:23])([CH3:22])[CH3:21])([CH3:19])[CH3:18])[CH2:12][O:11][CH:10]([CH3:24])[C:9]1=[O:25])[C:2]1[CH:7]=[CH:6][CH:5]=[CH:4][CH:3]=1.[CH:26]([N-]C(C)C)(C)C.[Li+].IC.[Cl-].[NH4+], predict the reaction product. The product is: [CH2:1]([N:8]1[C@H:13]([CH2:14][CH2:15][O:16][Si:17]([C:20]([CH3:21])([CH3:23])[CH3:22])([CH3:18])[CH3:19])[CH2:12][O:11][C:10]([CH3:26])([CH3:24])[C:9]1=[O:25])[C:2]1[CH:7]=[CH:6][CH:5]=[CH:4][CH:3]=1. (4) Given the reactants C(NC(C)C)(C)C.C([Li])CCC.[O:13]1[CH2:17][CH2:16][CH2:15][CH:14]1[C:18]([O:20][CH3:21])=[O:19].Br[CH2:23][C:24]1[CH:38]=[CH:37][C:27]([CH2:28][NH:29][C:30](=[O:36])[O:31][C:32]([CH3:35])([CH3:34])[CH3:33])=[CH:26][CH:25]=1.[Cl-].[NH4+], predict the reaction product. The product is: [C:32]([O:31][C:30]([NH:29][CH2:28][C:27]1[CH:37]=[CH:38][C:24]([CH2:23][C:14]2([C:18]([O:20][CH3:21])=[O:19])[CH2:15][CH2:16][CH2:17][O:13]2)=[CH:25][CH:26]=1)=[O:36])([CH3:35])([CH3:33])[CH3:34]. (5) Given the reactants [F:1][C:2]1[CH:3]=[C:4]([C@H:9]2[CH2:13][CH2:12][CH2:11][N:10]2[C:14]2[CH:19]=[CH:18][N:17]3[N:20]=[CH:21][C:22]([C:23]([O:25][CH3:26])=[O:24])=[C:16]3[N:15]=2)[C:5]([OH:8])=[N:6][CH:7]=1.[F:27][C:28]([F:47])([F:46])[S:29](N(C1C=CC=CC=1)[S:29]([C:28]([F:47])([F:46])[F:27])(=[O:31])=[O:30])(=[O:31])=[O:30].C(N(CC)CC)C, predict the reaction product. The product is: [F:1][C:2]1[CH:3]=[C:4]([C@H:9]2[CH2:13][CH2:12][CH2:11][N:10]2[C:14]2[CH:19]=[CH:18][N:17]3[N:20]=[CH:21][C:22]([C:23]([O:25][CH3:26])=[O:24])=[C:16]3[N:15]=2)[C:5]([O:8][S:29]([C:28]([F:47])([F:46])[F:27])(=[O:31])=[O:30])=[N:6][CH:7]=1. (6) Given the reactants [CH3:1][O:2][C:3]1[CH:4]=[C:5]([CH2:11][CH2:12][NH:13][C:14](=O)[CH2:15][C:16](=[O:19])[CH2:17][CH3:18])[CH:6]=[CH:7][C:8]=1[O:9][CH3:10].O=P12OP3(OP(OP(O3)(O1)=O)(=O)O2)=O.C(=O)([O-])[O-].[K+].[K+], predict the reaction product. The product is: [CH3:1][O:2][C:3]1[CH:4]=[C:5]2[C:6](=[CH:7][C:8]=1[O:9][CH3:10])[C:14](=[CH:15][C:16](=[O:19])[CH2:17][CH3:18])[NH:13][CH2:12][CH2:11]2. (7) Given the reactants [NH2:1][C:2]1[CH:7]=[CH:6][C:5]([NH:8]/[C:9](=[C:16]2\[C:17](=[O:28])[NH:18][C:19]3[C:24]\2=[CH:23][C:22]([N+:25]([O-:27])=[O:26])=[CH:21][CH:20]=3)/[C:10]2[CH:15]=[CH:14][CH:13]=[CH:12][CH:11]=2)=[CH:4][CH:3]=1.[C:29](OC(=O)C)(=[O:31])[CH3:30], predict the reaction product. The product is: [C:29]([NH:1][C:2]1[CH:7]=[CH:6][C:5]([NH:8]/[C:9](=[C:16]2\[C:17](=[O:28])[NH:18][C:19]3[C:24]\2=[CH:23][C:22]([N+:25]([O-:27])=[O:26])=[CH:21][CH:20]=3)/[C:10]2[CH:11]=[CH:12][CH:13]=[CH:14][CH:15]=2)=[CH:4][CH:3]=1)(=[O:31])[CH3:30].